Dataset: Full USPTO retrosynthesis dataset with 1.9M reactions from patents (1976-2016). Task: Predict the reactants needed to synthesize the given product. (1) Given the product [Cl:18][C:16]1[CH:15]=[C:11]([CH:10]=[C:9]([N:6]2[CH2:5][CH2:4][CH:3]([NH:2][C:26]([C:22]3[NH:23][C:24]([CH3:25])=[C:20]([Cl:19])[C:21]=3[CH3:29])=[O:27])[CH2:8][CH2:7]2)[N:17]=1)[C:12]([NH2:14])=[O:13], predict the reactants needed to synthesize it. The reactants are: Cl.[NH2:2][CH:3]1[CH2:8][CH2:7][N:6]([C:9]2[CH:10]=[C:11]([CH:15]=[C:16]([Cl:18])[N:17]=2)[C:12]([NH2:14])=[O:13])[CH2:5][CH2:4]1.[Cl:19][C:20]1[C:21]([CH3:29])=[C:22]([C:26](O)=[O:27])[NH:23][C:24]=1[CH3:25]. (2) Given the product [C:8]([O:12][CH2:13][CH2:14][CH2:15][CH3:16])(=[O:11])/[CH:9]=[CH:10]/[C:2]1[CH:7]=[CH:6][CH:5]=[CH:4][CH:3]=1, predict the reactants needed to synthesize it. The reactants are: I[C:2]1[CH:7]=[CH:6][CH:5]=[CH:4][CH:3]=1.[C:8]([O:12][CH2:13][CH2:14][CH2:15][CH3:16])(=[O:11])[CH:9]=[CH2:10].C(=O)=O.